Dataset: Reaction yield outcomes from USPTO patents with 853,638 reactions. Task: Predict the reaction yield, written as a fraction of the theoretical maximum amount of product (1.0 means a 100% yield; for example, 0.34 means a 34% yield). (1) No catalyst specified. The product is [CH3:1][C:2]1[CH:3]=[CH:4][C:5]([NH:8][C:9]2[N:14]3[N:15]=[CH:16][C:17]([C:18]([NH:40][S:37]([CH2:35][CH3:36])(=[O:39])=[O:38])=[O:20])=[C:13]3[N:12]=[CH:11][C:10]=2[C:21]([N:23]2[CH2:24][CH2:25][CH:26]([C:29]3[CH:34]=[CH:33][CH:32]=[CH:31][CH:30]=3)[CH2:27][CH2:28]2)=[O:22])=[CH:6][CH:7]=1. The reactants are [CH3:1][C:2]1[CH:7]=[CH:6][C:5]([NH:8][C:9]2[N:14]3[N:15]=[CH:16][C:17]([C:18]([OH:20])=O)=[C:13]3[N:12]=[CH:11][C:10]=2[C:21]([N:23]2[CH2:28][CH2:27][CH:26]([C:29]3[CH:34]=[CH:33][CH:32]=[CH:31][CH:30]=3)[CH2:25][CH2:24]2)=[O:22])=[CH:4][CH:3]=1.[CH2:35]([S:37]([NH2:40])(=[O:39])=[O:38])[CH3:36]. The yield is 0.140. (2) The reactants are C(N(CC)CC)C.[C:8]1([CH3:30])[CH:13]=[C:12]([CH3:14])[CH:11]=[C:10]([CH3:15])[C:9]=1[C:16]1[C:17]([CH3:29])=[N:18][N:19]2[C:24]3[NH:25][CH2:26][CH2:27][C:23]=3[C:22]([CH3:28])=[N:21][C:20]=12.[CH2:31]([S:35](Cl)(=[O:37])=[O:36])[CH2:32][CH2:33][CH3:34].O. The catalyst is ClCCl. The product is [CH2:31]([S:35]([N:25]1[C:24]2[N:19]3[N:18]=[C:17]([CH3:29])[C:16]([C:9]4[C:8]([CH3:30])=[CH:13][C:12]([CH3:14])=[CH:11][C:10]=4[CH3:15])=[C:20]3[N:21]=[C:22]([CH3:28])[C:23]=2[CH2:27][CH2:26]1)(=[O:37])=[O:36])[CH2:32][CH2:33][CH3:34]. The yield is 0.270. (3) The reactants are C(N(CC)CC)C.[OH:8][CH2:9][CH:10]1[CH2:15][CH2:14][CH2:13][NH:12][CH2:11]1.[C:16](=O)([O:22]C(C)(C)C)[O:17][C:18]([CH3:21])([CH3:20])[CH3:19]. The catalyst is O1CCCC1. The product is [OH:8][CH2:9][CH:10]1[CH2:15][CH2:14][CH2:13][N:12]([C:16]([O:17][C:18]([CH3:21])([CH3:20])[CH3:19])=[O:22])[CH2:11]1. The yield is 1.00. (4) The reactants are [CH:1]([O:8][CH2:9][CH3:10])(OCC)OCC.C(O[C@@H:15]1[C@H:21]2[C@H:22]3[C@H:31]([CH2:32][CH2:33][C@:18]2([CH2:19][CH3:20])[C:17](=[O:35])[CH2:16]1)[C@@H:30]1[C:25](=[CH:26]C(=O)[CH2:28][CH2:29]1)[CH2:24][CH2:23]3)(=O)C.C(N(CC)CC)C.O. The catalyst is CCO.C1(C)C=CC(S(O)(=O)=O)=CC=1. The product is [CH2:9]([O:8][C:1]1[CH2:28][CH2:29][C@H:30]2[C:25](=[CH:24][CH2:23][C@@H:22]3[C@@H:31]2[CH2:32][CH2:33][C@@:18]2([CH2:19][CH3:20])[C@H:21]3[CH:15]=[CH:16][C:17]2=[O:35])[CH:26]=1)[CH3:10]. The yield is 0.880. (5) The reactants are Cl[C:2]1[CH:3]=[C:4]([O:9][CH3:10])[CH:5]=[C:6]([Cl:8])[CH:7]=1.[Mg].CN(C)[CH:14]=[O:15].CCOC(C)=O. The catalyst is C1COCC1.BrCCBr. The product is [Cl:8][C:6]1[CH:7]=[C:2]([CH:3]=[C:4]([O:9][CH3:10])[CH:5]=1)[CH:14]=[O:15]. The yield is 0.540.